From a dataset of Full USPTO retrosynthesis dataset with 1.9M reactions from patents (1976-2016). Predict the reactants needed to synthesize the given product. The reactants are: FC(F)(F)C(O)=O.[CH3:8][O:9][N:10]=[CH:11][C:12]1[C:13]([NH2:25])=[N:14][CH:15]=[N:16][C:17]=1[N:18]1[CH2:23][CH2:22][CH:21]([NH2:24])[CH2:20][CH2:19]1.[N+](C1C=CC([O:35][C:36](=O)[NH:37][C:38]2[CH:39]=[N:40][C:41]([O:44][CH:45]3[CH2:48][CH2:47][CH2:46]3)=[CH:42][CH:43]=2)=CC=1)([O-])=O.CCN(C(C)C)C(C)C. Given the product [NH2:25][C:13]1[N:14]=[CH:15][N:16]=[C:17]([N:18]2[CH2:23][CH2:22][CH:21]([NH:24][C:36]([NH:37][C:38]3[CH:39]=[N:40][C:41]([O:44][CH:45]4[CH2:46][CH2:47][CH2:48]4)=[CH:42][CH:43]=3)=[O:35])[CH2:20][CH2:19]2)[C:12]=1[CH:11]=[N:10][O:9][CH3:8], predict the reactants needed to synthesize it.